From a dataset of Forward reaction prediction with 1.9M reactions from USPTO patents (1976-2016). Predict the product of the given reaction. (1) Given the reactants [CH3:1][CH:2]1[CH:6]2[C:7]([NH:9][CH:10]=[C:11]([CH3:12])[CH:5]2[CH2:4][CH2:3]1)=[O:8].I[CH2:14][CH2:15][CH2:16][CH2:17][CH2:18][CH2:19][CH2:20][CH3:21], predict the reaction product. The product is: [CH2:14]([N:9]1[CH2:10][C@@H:11]([CH3:12])[C@H:5]2[CH2:4][CH2:3][C@H:2]([CH3:1])[C@H:6]2[C:7]1=[O:8])[CH2:15][CH2:16][CH2:17][CH2:18][CH2:19][CH2:20][CH3:21]. (2) The product is: [ClH:26].[NH2:27][C:21]1[C:22]2[C:17](=[C:16]([S:13]([N:12]([CH2:9][CH2:10][CH2:11][C:38]3[CH:37]=[CH:18][CH:17]=[CH:16][CH:25]=3)[CH2:11][CH2:10][CH2:9][NH2:8])(=[O:14])=[O:15])[CH:25]=[CH:24][CH:23]=2)[CH:18]=[CH:19][N:20]=1. Given the reactants C(OC([NH:8][CH2:9][CH2:10][CH2:11][NH:12][S:13]([C:16]1[CH:25]=[CH:24][CH:23]=[C:22]2[C:17]=1[CH:18]=[CH:19][N:20]=[C:21]2[Cl:26])(=[O:15])=[O:14])=O)(C)(C)C.[NH3:27].C(=O)([O-])O.[Na+].O1[CH2:38][CH2:37]OCC1, predict the reaction product. (3) Given the reactants [C:1]([N:9]1[CH2:14][CH2:13][N:12]([C:15](=[O:42])[C:16]([C:18]2[C:26]3[C:21](=[C:22]([C:29]4[N:30]=[CH:31][C:32]([C:35]([NH:37]C(C)(C)C)=[O:36])=[N:33][CH:34]=4)[N:23]=[CH:24][C:25]=3[O:27][CH3:28])[NH:20][CH:19]=2)=[O:17])[CH2:11][CH2:10]1)(=[O:8])[C:2]1[CH:7]=[CH:6][CH:5]=[CH:4][CH:3]=1, predict the reaction product. The product is: [C:1]([N:9]1[CH2:14][CH2:13][N:12]([C:15](=[O:42])[C:16]([C:18]2[C:26]3[C:21](=[C:22]([C:29]4[N:30]=[CH:31][C:32]([C:35]([NH2:37])=[O:36])=[N:33][CH:34]=4)[N:23]=[CH:24][C:25]=3[O:27][CH3:28])[NH:20][CH:19]=2)=[O:17])[CH2:11][CH2:10]1)(=[O:8])[C:2]1[CH:7]=[CH:6][CH:5]=[CH:4][CH:3]=1. (4) Given the reactants [CH:1]1([NH2:4])[CH2:3][CH2:2]1.[NH2:5][C:6]1[C:7]2[C:32]([CH3:38])([C:33](OCC)=[O:34])[C:31](=[O:39])[NH:30][C:8]=2[N:9]=[C:10]([C:12]2[C:20]3[C:15](=[N:16][CH:17]=[CH:18][CH:19]=3)[N:14]([CH2:21][CH2:22][C:23]([F:29])([F:28])[C:24]([F:27])([F:26])[F:25])[N:13]=2)[N:11]=1, predict the reaction product. The product is: [NH2:5][C:6]1[C:7]2[C:32]([CH3:38])([C:33]([NH:4][CH:1]3[CH2:3][CH2:2]3)=[O:34])[C:31](=[O:39])[NH:30][C:8]=2[N:9]=[C:10]([C:12]2[C:20]3[C:15](=[N:16][CH:17]=[CH:18][CH:19]=3)[N:14]([CH2:21][CH2:22][C:23]([F:29])([F:28])[C:24]([F:25])([F:27])[F:26])[N:13]=2)[N:11]=1. (5) Given the reactants CO[C:3]([C@H:5]1[CH2:17][C:16]2[C:15]3[C:10](=[CH:11][CH:12]=[CH:13][CH:14]=3)[NH:9][C:8]=2[C@@H:7]([C:18]2[CH:23]=[C:22]([O:24][CH3:25])[CH:21]=[C:20]([O:26][CH3:27])[CH:19]=2)[NH:6]1)=[O:4].[CH3:28][N:29]=[C:30]=[S:31], predict the reaction product. The product is: [CH3:25][O:24][C:22]1[CH:23]=[C:18]([C@@H:7]2[C:8]3[NH:9][C:10]4[C:15](=[CH:14][CH:13]=[CH:12][CH:11]=4)[C:16]=3[CH2:17][C@H:5]3[C:3](=[O:4])[N:29]([CH3:28])[C:30](=[S:31])[N:6]23)[CH:19]=[C:20]([O:26][CH3:27])[CH:21]=1. (6) Given the reactants C(=O)([O-])[O-].[K+].[K+].Br[CH2:8][CH2:9][CH2:10][CH2:11][CH2:12]Br.[CH2:14]([O:16][C:17](=[O:21])[CH2:18][C:19]#[N:20])[CH3:15], predict the reaction product. The product is: [C:19]([C:18]1([C:17]([O:16][CH2:14][CH3:15])=[O:21])[CH2:12][CH2:11][CH2:10][CH2:9][CH2:8]1)#[N:20].